Dataset: Tyrosyl-DNA phosphodiesterase HTS with 341,365 compounds. Task: Binary Classification. Given a drug SMILES string, predict its activity (active/inactive) in a high-throughput screening assay against a specified biological target. The compound is S(c1nn2c(nnc2cc1)CCNC(=O)c1ccccc1)CC(=O)Nc1ccc(NC(=O)C)cc1. The result is 0 (inactive).